From a dataset of Forward reaction prediction with 1.9M reactions from USPTO patents (1976-2016). Predict the product of the given reaction. (1) Given the reactants [Si:1]([O:8][CH2:9][C:10](=[CH2:13])[CH2:11]O)([C:4]([CH3:7])([CH3:6])[CH3:5])([CH3:3])[CH3:2].C(N(CC)CC)C.CS(Cl)(=O)=O.[CH3:26][O:27][C:28]1[CH:35]=[C:34]([O:36][CH3:37])[CH:33]=[CH:32][C:29]=1[CH2:30][NH2:31], predict the reaction product. The product is: [Si:1]([O:8][CH2:9][C:10](=[CH2:13])[CH2:11][NH:31][CH2:30][C:29]1[CH:32]=[CH:33][C:34]([O:36][CH3:37])=[CH:35][C:28]=1[O:27][CH3:26])([C:4]([CH3:7])([CH3:6])[CH3:5])([CH3:3])[CH3:2]. (2) Given the reactants [O:1]1[CH2:6][CH2:5][N:4]([C:7]2[CH:12]=[C:11]([NH2:13])[CH:10]=[CH:9][N:8]=2)[CH2:3][CH2:2]1.CN(/[CH:17]=[C:18]1/[C:19](=[O:26])[O:20][C:21]([CH3:25])=[CH:22][C:23]/1=[O:24])C.CC([O-])(C)C.[K+], predict the reaction product. The product is: [CH3:25][C:21]1[N:13]([C:11]2[CH:10]=[CH:9][N:8]=[C:7]([N:4]3[CH2:5][CH2:6][O:1][CH2:2][CH2:3]3)[CH:12]=2)[CH:17]=[C:18]([C:19]([OH:26])=[O:20])[C:23](=[O:24])[CH:22]=1.